Predict the product of the given reaction. From a dataset of Forward reaction prediction with 1.9M reactions from USPTO patents (1976-2016). (1) The product is: [OH:1][C:2]1[CH:10]=[CH:9][C:5]([C:6]([O:8][CH3:18])=[O:7])=[CH:4][C:3]=1[O:11][CH3:12]. Given the reactants [OH:1][C:2]1[CH:10]=[CH:9][C:5]([C:6]([OH:8])=[O:7])=[CH:4][C:3]=1[O:11][CH3:12].S(=O)(=O)(O)O.[C:18]([O-])(O)=O.[Na+], predict the reaction product. (2) Given the reactants [CH2:1]([N:8]1[CH2:13][CH2:12][N:11]([C:14]2[CH:15]=[C:16]([NH:20][C:21](=[O:26])[C:22]([CH3:25])([CH3:24])[CH3:23])[CH:17]=[CH:18][CH:19]=2)[CH2:10][CH2:9]1)[C:2]1[CH:7]=[CH:6][CH:5]=[CH:4][CH:3]=1.C([Li])CCC.[C:32](OCC)(=[O:38])[C:33]([O:35][CH2:36][CH3:37])=[O:34].[Cl-].[NH4+], predict the reaction product. The product is: [CH2:36]([O:35][C:33](=[O:34])[C:32]([C:15]1[C:16]([NH:20][C:21](=[O:26])[C:22]([CH3:23])([CH3:25])[CH3:24])=[CH:17][CH:18]=[CH:19][C:14]=1[N:11]1[CH2:10][CH2:9][N:8]([CH2:1][C:2]2[CH:7]=[CH:6][CH:5]=[CH:4][CH:3]=2)[CH2:13][CH2:12]1)=[O:38])[CH3:37]. (3) The product is: [NH:1]1[C:5]2[CH:6]=[CH:7][C:8]([N:10]3[CH:22]([C:19]4[CH:18]=[CH:17][C:16]5[C:21](=[C:12]([OH:11])[CH:13]=[CH:14][CH:15]=5)[N:20]=4)[C:29]([C:30]([CH:32]4[CH2:34][CH2:33]4)=[O:31])=[C:28]([OH:35])[C:27]3=[O:26])=[CH:9][C:4]=2[N:3]=[CH:2]1. Given the reactants [NH:1]1[C:5]2[CH:6]=[CH:7][C:8]([NH2:10])=[CH:9][C:4]=2[N:3]=[CH:2]1.[OH:11][C:12]1[CH:13]=[CH:14][CH:15]=[C:16]2[C:21]=1[N:20]=[C:19]([CH:22]=O)[CH:18]=[CH:17]2.C([O:26][C:27](=O)[C:28](=[O:35])[CH2:29][C:30]([CH:32]1[CH2:34][CH2:33]1)=[O:31])C, predict the reaction product.